This data is from Full USPTO retrosynthesis dataset with 1.9M reactions from patents (1976-2016). The task is: Predict the reactants needed to synthesize the given product. The reactants are: [Br:1][C:2]1[CH:7]=[CH:6][C:5]([C@:8]2([C:29]([F:32])([F:31])[F:30])[C:19]#[C:18][CH2:17][O:16][C:15](=[O:20])[CH2:14][C@@H:13]([C:21]([NH2:23])=O)[NH:12][C:11](=[O:24])[C@H:10]([CH2:25][CH:26]([CH3:28])[CH3:27])[NH:9]2)=[CH:4][CH:3]=1.N1C=CC=CC=1.C(OC(C(F)(F)F)=O)(C(F)(F)F)=O. Given the product [Br:1][C:2]1[CH:7]=[CH:6][C:5]([C@:8]2([C:29]([F:30])([F:31])[F:32])[C:19]#[C:18][CH2:17][O:16][C:15](=[O:20])[CH2:14][C@@H:13]([C:21]#[N:23])[NH:12][C:11](=[O:24])[C@H:10]([CH2:25][CH:26]([CH3:28])[CH3:27])[NH:9]2)=[CH:4][CH:3]=1, predict the reactants needed to synthesize it.